From a dataset of Catalyst prediction with 721,799 reactions and 888 catalyst types from USPTO. Predict which catalyst facilitates the given reaction. (1) Reactant: Cl[C:2]1[N:7]=[C:6]([S:8][CH3:9])[N:5]=[C:4]([NH:10][S:11](=[O:21])(=[O:20])[NH:12][CH2:13][C:14]2[CH:19]=[CH:18][CH:17]=[CH:16][CH:15]=2)[C:3]=1[O:22][C:23]1[CH:28]=[CH:27][CH:26]=[CH:25][C:24]=1[O:29][CH3:30].C(O)(=O)C[C:33](CC(O)=O)([C:35](O)=[O:36])[OH:34]. Product: [OH:34][CH2:33][CH2:35][O:36][C:2]1[N:7]=[C:6]([S:8][CH3:9])[N:5]=[C:4]([NH:10][S:11](=[O:21])(=[O:20])[NH:12][CH2:13][C:14]2[CH:19]=[CH:18][CH:17]=[CH:16][CH:15]=2)[C:3]=1[O:22][C:23]1[CH:28]=[CH:27][CH:26]=[CH:25][C:24]=1[O:29][CH3:30]. The catalyst class is: 196. (2) Reactant: FC(F)(F)C(OC(=O)C(F)(F)F)=[O:4].[Cl:14][C:15]1[CH:20]=[N+:19]([O-])[C:18]([C:22]([O:24][CH2:25][CH3:26])=[O:23])=[CH:17][CH:16]=1.O.C(=O)(O)[O-].[Na+]. Product: [Cl:14][C:15]1[CH:16]=[CH:17][C:18]([C:22]([O:24][CH2:25][CH3:26])=[O:23])=[N:19][C:20]=1[OH:4]. The catalyst class is: 9. (3) Reactant: C(CC([O:6][C@@H:7]1[C@H:11]([O:12][CH2:13][C:14]2[CH:19]=[CH:18][C:17]([Cl:20])=[CH:16][C:15]=2[Cl:21])[C@@H:10]([CH2:22][O:23][CH2:24][C:25]2[CH:30]=[CH:29][C:28]([Cl:31])=[CH:27][C:26]=2[Cl:32])[O:9][C@H:8]1[N:33]1[CH:41]=[C:39]([CH3:40])[C:37](=[O:38])[NH:36][C:34]1=[O:35])=O)C.[BH4-].[Na+].C([O-])(O)=O.[Na+].[CH3:49][CH2:50][OH:51]. Product: [OH:51][CH2:50][CH2:49][O:6][C@@H:7]1[C@H:22]([O:23][CH2:24][C:25]2[CH:30]=[CH:29][C:28]([Cl:31])=[CH:27][C:26]=2[Cl:32])[C@@H:10]([CH2:11][O:12][CH2:13][C:14]2[CH:19]=[CH:18][C:17]([Cl:20])=[CH:16][C:15]=2[Cl:21])[O:9][C@H:8]1[N:33]1[CH:41]=[C:39]([CH3:40])[C:37](=[O:38])[NH:36][C:34]1=[O:35]. The catalyst class is: 2. (4) Reactant: I([O-])(=O)(=O)=O.[Na+].[Cl:7][C:8]1[CH:9]=[N:10][C:11]2[C:16]([C:17]=1[CH2:18][CH:19]([OH:22])CO)=[CH:15][C:14]([O:23][CH3:24])=[CH:13][CH:12]=2. The catalyst class is: 283. Product: [Cl:7][C:8]1[CH:9]=[N:10][C:11]2[C:16]([C:17]=1[CH2:18][CH:19]=[O:22])=[CH:15][C:14]([O:23][CH3:24])=[CH:13][CH:12]=2.